From a dataset of Full USPTO retrosynthesis dataset with 1.9M reactions from patents (1976-2016). Predict the reactants needed to synthesize the given product. (1) Given the product [ClH:1].[ClH:1].[CH2:22]([CH:21]([N:18]1[CH2:19][CH2:20][CH:15]([CH2:14][C:11]2[N:10]=[C:9]([C:6]3[CH:7]=[CH:8][C:3]([CH2:2][N:35]4[CH2:34][CH:33]=[C:32]([C:26]5[CH:31]=[CH:30][CH:29]=[CH:28][CH:27]=5)[CH2:37][CH2:36]4)=[CH:4][CH:5]=3)[O:13][N:12]=2)[CH2:16][CH2:17]1)[CH2:24][CH3:25])[CH3:23], predict the reactants needed to synthesize it. The reactants are: [Cl:1][CH2:2][C:3]1[CH:8]=[CH:7][C:6]([C:9]2[O:13][N:12]=[C:11]([CH2:14][CH:15]3[CH2:20][CH2:19][N:18]([CH:21]([CH2:24][CH3:25])[CH2:22][CH3:23])[CH2:17][CH2:16]3)[N:10]=2)=[CH:5][CH:4]=1.[C:26]1([C:32]2[CH2:33][CH2:34][NH:35][CH2:36][CH:37]=2)[CH:31]=[CH:30][CH:29]=[CH:28][CH:27]=1. (2) Given the product [OH2:11].[C:39]1([CH3:49])[CH:40]=[CH:41][C:42]([S:45]([OH:48])(=[O:46])=[O:47])=[CH:43][CH:44]=1.[Cl:1][C:2]1[CH:3]=[CH:4][C:5]([NH:8][C:9](=[O:37])[C:10]([NH:12][C@H:13]2[CH2:18][CH2:17][C@H:16]([C:19]([N:21]([CH3:23])[CH3:22])=[O:20])[CH2:15][C@H:14]2[NH:24][C:25]([C:27]2[S:28][C:29]3[CH2:30][N:31]([CH3:36])[CH2:32][CH2:33][C:34]=3[N:35]=2)=[O:26])=[O:11])=[N:6][CH:7]=1, predict the reactants needed to synthesize it. The reactants are: [Cl:1][C:2]1[CH:3]=[CH:4][C:5]([NH:8][C:9](=[O:37])[C:10]([NH:12][C@H:13]2[CH2:18][CH2:17][C@H:16]([C:19]([N:21]([CH3:23])[CH3:22])=[O:20])[CH2:15][C@H:14]2[NH:24][C:25]([C:27]2[S:28][C:29]3[CH2:30][N:31]([CH3:36])[CH2:32][CH2:33][C:34]=3[N:35]=2)=[O:26])=[O:11])=[N:6][CH:7]=1.O.[C:39]1([CH3:49])[CH:44]=[CH:43][C:42]([S:45]([OH:48])(=[O:47])=[O:46])=[CH:41][CH:40]=1. (3) Given the product [Cl:14][C:15]1[CH:20]=[C:19]([I:21])[CH:18]=[CH:17][C:16]=1[NH:22][C:23](=[S:24])[CH2:2][C:1]#[N:3], predict the reactants needed to synthesize it. The reactants are: [C:1](#[N:3])[CH3:2].C[Si](C)(C)[N-][Si](C)(C)C.[Na+].[Cl:14][C:15]1[CH:20]=[C:19]([I:21])[CH:18]=[CH:17][C:16]=1[N:22]=[C:23]=[S:24]. (4) The reactants are: Cl[C:2]1[CH:10]=[CH:9][CH:8]=[C:7]2[C:3]=1[CH:4]=[C:5]([CH:11]([CH3:13])[CH3:12])[CH2:6]2.[CH3:14][C:15]1[CH:20]=[CH:19][CH:18]=[CH:17][C:16]=1[Mg]Br. Given the product [CH3:14][C:15]1[CH:20]=[CH:19][CH:18]=[CH:17][C:16]=1[C:2]1[CH:10]=[CH:9][CH:8]=[C:7]2[C:3]=1[CH:4]=[C:5]([CH:11]([CH3:13])[CH3:12])[CH2:6]2, predict the reactants needed to synthesize it. (5) Given the product [CH3:29][N:30]1[CH2:35][CH2:34][CH:33]([NH:36][CH2:2][C:3]2[N:4]([CH3:28])[C:5]3[C:10]([N:11]=2)=[C:9]([N:12]2[CH2:17][CH2:16][O:15][CH2:14][CH2:13]2)[N:8]=[C:7]([N:18]2[C:22]4[CH:23]=[CH:24][CH:25]=[CH:26][C:21]=4[N:20]=[C:19]2[CH3:27])[N:6]=3)[CH2:32][CH2:31]1, predict the reactants needed to synthesize it. The reactants are: Br[CH2:2][C:3]1[N:4]([CH3:28])[C:5]2[C:10]([N:11]=1)=[C:9]([N:12]1[CH2:17][CH2:16][O:15][CH2:14][CH2:13]1)[N:8]=[C:7]([N:18]1[C:22]3[CH:23]=[CH:24][CH:25]=[CH:26][C:21]=3[N:20]=[C:19]1[CH3:27])[N:6]=2.[CH3:29][N:30]1[CH2:35][CH2:34][CH:33]([NH2:36])[CH2:32][CH2:31]1. (6) Given the product [ClH:11].[Cl:11][CH2:7][C:6]1[N:2]([CH3:1])[N:3]=[CH:4][N:5]=1, predict the reactants needed to synthesize it. The reactants are: [CH3:1][N:2]1[C:6]([CH2:7]O)=[N:5][CH:4]=[N:3]1.S(Cl)([Cl:11])=O. (7) Given the product [OH:19][C:17]1[C:12]2[C:11](=[CH:10][CH:9]=[C:8]([N:5]3[CH2:6][CH2:7][N:2]([CH3:1])[CH2:3][CH2:4]3)[CH:13]=2)[N:14]=[CH:15][C:16]=1[C:22]([O:24][CH2:25][CH3:26])=[O:23], predict the reactants needed to synthesize it. The reactants are: [CH3:1][N:2]1[CH2:7][CH2:6][N:5]([C:8]2[CH:13]=[CH:12][C:11]([NH:14][CH:15]=[C:16]([C:22]([O:24][CH2:25][CH3:26])=[O:23])[C:17]([O:19]CC)=O)=[CH:10][CH:9]=2)[CH2:4][CH2:3]1.CCCCCC. (8) The reactants are: [H-].[Na+].[CH3:3][O:4][C:5]([CH2:7]P(OC)(OC)=O)=[O:6].[CH:14]1([CH2:19][C:20](=O)[CH3:21])[CH2:18][CH2:17][CH2:16][CH2:15]1. Given the product [CH:14]1([CH2:19]/[C:20](/[CH3:21])=[CH:7]/[C:5]([O:4][CH3:3])=[O:6])[CH2:18][CH2:17][CH2:16][CH2:15]1, predict the reactants needed to synthesize it.